From a dataset of Catalyst prediction with 721,799 reactions and 888 catalyst types from USPTO. Predict which catalyst facilitates the given reaction. (1) Reactant: [NH2:1][C:2]1[C:7]([NH2:8])=[CH:6][CH:5]=[CH:4][C:3]=1[OH:9].[C:10](N1C=CN=C1)(N1C=CN=C1)=[O:11]. Product: [OH:9][C:3]1[C:2]2[NH:1][C:10](=[O:11])[NH:8][C:7]=2[CH:6]=[CH:5][CH:4]=1. The catalyst class is: 1. (2) Reactant: [Br:1][C:2]1[N:3]([CH2:52][O:53][CH2:54][CH2:55][Si:56]([CH3:59])([CH3:58])[CH3:57])[C:4]2[C@@H:5]([N:27]([CH2:39][CH2:40][C:41]([C:43]3[C:48]([F:49])=[CH:47][CH:46]=[C:45]([Cl:50])[C:44]=3[F:51])=O)[C:28](=[O:38])[CH2:29]P(OCC)(OCC)=O)[CH2:6][CH2:7][CH2:8][C@@H:9]([CH3:26])[C:10](=[O:25])[NH:11][C:12]3[C:17]([C:18]=1[N:19]=2)=[CH:16][CH:15]=[C:14]([NH:20][C:21](=[O:24])[O:22][CH3:23])[CH:13]=3.C[O-].[Na+]. Product: [Br:1][C:2]1[N:3]([CH2:52][O:53][CH2:54][CH2:55][Si:56]([CH3:58])([CH3:57])[CH3:59])[C:4]2[C@@H:5]([N:27]3[C:28](=[O:38])[CH:29]=[C:41]([C:43]4[C:48]([F:49])=[CH:47][CH:46]=[C:45]([Cl:50])[C:44]=4[F:51])[CH2:40][CH2:39]3)[CH2:6][CH2:7][CH2:8][C@@H:9]([CH3:26])[C:10](=[O:25])[NH:11][C:12]3[C:17]([C:18]=1[N:19]=2)=[CH:16][CH:15]=[C:14]([NH:20][C:21](=[O:24])[O:22][CH3:23])[CH:13]=3. The catalyst class is: 5. (3) Reactant: C([O:8][C:9](=[O:52])[CH:10]([O:27][C:28](=[O:51])[C@H:29]([CH:48]([CH3:50])[CH3:49])[NH:30][C:31]([O:33][CH2:34][CH:35]1[C:47]2[C:42](=[CH:43][CH:44]=[CH:45][CH:46]=2)[C:41]2[C:36]1=[CH:37][CH:38]=[CH:39][CH:40]=2)=[O:32])[CH2:11][CH2:12][CH2:13][CH2:14][CH2:15][CH2:16][CH2:17][CH2:18][CH2:19][CH2:20][CH2:21][CH2:22][CH2:23][CH2:24][CH2:25][CH3:26])C1C=CC=CC=1. Product: [C:31]([NH:30][C@H:29]([C:28]([O:27][CH:10]([CH2:11][CH2:12][CH2:13][CH2:14][CH2:15][CH2:16][CH2:17][CH2:18][CH2:19][CH2:20][CH2:21][CH2:22][CH2:23][CH2:24][CH2:25][CH3:26])[C:9]([OH:52])=[O:8])=[O:51])[CH:48]([CH3:49])[CH3:50])([O:33][CH2:34][CH:35]1[C:36]2[C:41](=[CH:40][CH:39]=[CH:38][CH:37]=2)[C:42]2[C:47]1=[CH:46][CH:45]=[CH:44][CH:43]=2)=[O:32]. The catalyst class is: 78. (4) Reactant: [NH2:1][S:2](Cl)(=[O:4])=[O:3].CC(N(C)C)=O.[N:12]1([CH2:17][C:18]2[CH:23]=[C:22]([C:24]3[CH:29]=[CH:28][C:27]([OH:30])=[CH:26][CH:25]=3)[C:21]([C:31]#[N:32])=[CH:20][CH:19]=2)[CH:16]=[N:15][CH:14]=[N:13]1. Product: [S:2](=[O:4])(=[O:3])([O:30][C:27]1[CH:28]=[CH:29][C:24]([C:22]2[CH:23]=[C:18]([CH2:17][N:12]3[CH:16]=[N:15][CH:14]=[N:13]3)[CH:19]=[CH:20][C:21]=2[C:31]#[N:32])=[CH:25][CH:26]=1)[NH2:1]. The catalyst class is: 25. (5) Reactant: [C:1]([N:8]1[CH2:15][CH2:14][CH2:13][C@H:9]1[C:10](O)=O)([O:3][C:4]([CH3:7])([CH3:6])[CH3:5])=[O:2].[CH3:16][C:17]([C:19]1[CH:24]=[CH:23][CH:22]=[C:21]([NH2:25])[CH:20]=1)=[O:18].F[P-](F)(F)(F)(F)F.N1([O:42][P+](N(C)C)(N(C)C)N(C)C)C2C=CC=CC=2N=N1.C(N(C(C)C)CC)(C)C. Product: [C:1]([NH:8][C:15](=[O:42])[C@@H:14]1[CH2:13][CH2:9][CH2:10][N:25]1[C:21]1[CH:22]=[CH:23][CH:24]=[C:19]([C:17](=[O:18])[CH3:16])[CH:20]=1)([O:3][C:4]([CH3:7])([CH3:6])[CH3:5])=[O:2]. The catalyst class is: 3. (6) Reactant: Cl.[NH2:2][CH2:3][C@@H:4]1[O:8][C:7](=[O:9])[N:6]([C:10]2[CH:19]=[CH:18][C:13]3[C:14]([CH3:17])=[N:15][O:16][C:12]=3[CH:11]=2)[CH2:5]1.C1COCC1.C([O-])(O)=O.[Na+].Cl[C:31]([O:33][CH3:34])=[O:32]. Product: [CH3:34][O:33][C:31](=[O:32])[NH:2][CH2:3][C@@H:4]1[O:8][C:7](=[O:9])[N:6]([C:10]2[CH:19]=[CH:18][C:13]3[C:14]([CH3:17])=[N:15][O:16][C:12]=3[CH:11]=2)[CH2:5]1. The catalyst class is: 34. (7) Reactant: [N+:1]([C:4]1[CH:11]=[CH:10][C:7]([CH:8]=[O:9])=[CH:6][CH:5]=1)([O-:3])=[O:2].[P:12]([O-:19])([O:16][CH2:17][CH3:18])[O:13][CH2:14][CH3:15]. Product: [N+:1]([C:4]1[CH:5]=[CH:6][C:7]([CH:8]([P:12](=[O:19])([O:16][CH2:17][CH3:18])[O:13][CH2:14][CH3:15])[OH:9])=[CH:10][CH:11]=1)([O-:3])=[O:2]. The catalyst class is: 1. (8) Reactant: [CH2:1]([O:3][C@H:4]1[CH2:9][CH2:8][C@H:7]([N:10]2[CH2:15][CH2:14][CH:13]([NH:16][C:17]3[CH:22]=[C:21]([CH3:23])[CH:20]=[CH:19][C:18]=3[N+:24]([O-])=O)[CH2:12][CH2:11]2)[CH2:6][CH2:5]1)[CH3:2].O.NN. Product: [NH2:24][C:18]1[CH:19]=[CH:20][C:21]([CH3:23])=[CH:22][C:17]=1[NH:16][CH:13]1[CH2:12][CH2:11][N:10]([C@H:7]2[CH2:8][CH2:9][C@H:4]([O:3][CH2:1][CH3:2])[CH2:5][CH2:6]2)[CH2:15][CH2:14]1. The catalyst class is: 171.